Dataset: Full USPTO retrosynthesis dataset with 1.9M reactions from patents (1976-2016). Task: Predict the reactants needed to synthesize the given product. (1) Given the product [F:1][C:2]1[CH:32]=[CH:31][C:5]([CH2:6][NH:7][C:8]([C:10]2[N:11]=[C:12]3[N:17]([C:18](=[O:28])[C:19]=2[O:20][CH2:21][C:22]2[CH:27]=[CH:26][CH:25]=[CH:24][CH:23]=2)[CH2:16][CH2:15][O:14][C:13]3([CH3:30])[CH3:29])=[O:9])=[C:4]([C:36]2[NH:35][N:34]=[CH:38][CH:37]=2)[CH:3]=1, predict the reactants needed to synthesize it. The reactants are: [F:1][C:2]1[CH:32]=[CH:31][C:5]([CH2:6][NH:7][C:8]([C:10]2[N:11]=[C:12]3[N:17]([C:18](=[O:28])[C:19]=2[O:20][CH2:21][C:22]2[CH:27]=[CH:26][CH:25]=[CH:24][CH:23]=2)[CH2:16][CH2:15][O:14][C:13]3([CH3:30])[CH3:29])=[O:9])=[C:4](I)[CH:3]=1.[NH:34]1[C:38](B(O)O)=[CH:37][CH:36]=[N:35]1.C(=O)([O-])[O-].[Na+].[Na+]. (2) The reactants are: [CH3:1][O:2][C:3]([C:5]1[N:6]=[C:7](I)[C:8]2[C:9](=[O:23])[N:10]([CH2:16][C:17]3[CH:22]=[CH:21][CH:20]=[CH:19][CH:18]=3)[CH:11]=[CH:12][C:13]=2[C:14]=1[OH:15])=[O:4].[C:25]([Cu])#[N:26].O.Cl. Given the product [CH3:1][O:2][C:3]([C:5]1[N:6]=[C:7]([C:25]#[N:26])[C:8]2[C:9](=[O:23])[N:10]([CH2:16][C:17]3[CH:22]=[CH:21][CH:20]=[CH:19][CH:18]=3)[CH:11]=[CH:12][C:13]=2[C:14]=1[OH:15])=[O:4], predict the reactants needed to synthesize it.